From a dataset of Reaction yield outcomes from USPTO patents with 853,638 reactions. Predict the reaction yield, written as a fraction of the theoretical maximum amount of product (1.0 means a 100% yield; for example, 0.34 means a 34% yield). (1) The reactants are [Na].[CH2:2]([N:4]([C:21]1[CH:26]=[CH:25][CH:24]=[CH:23][CH:22]=1)[C:5]([C:7]1[C:8](=[O:20])[N:9]([CH3:19])[C:10]2[C:15]([C:16]=1[OH:17])=[C:14]([Cl:18])[CH:13]=[CH:12][CH:11]=2)=[O:6])[CH3:3].C(Cl)(Cl)Cl.O.O.O.O.O.S([O-])([O-])(=O)=O.[Fe+3:41].S([O-])([O-])(=O)=O.S([O-])([O-])(=O)=O.[Fe+3].[OH-].[Na+]. The catalyst is O. The product is [Fe+3:41].[CH2:2]([N:4]([C:21]1[CH:26]=[CH:25][CH:24]=[CH:23][CH:22]=1)[C:5]([C:7]1[C:8](=[O:20])[N:9]([CH3:19])[C:10]2[C:15]([C:16]=1[OH:17])=[C:14]([Cl:18])[CH:13]=[CH:12][CH:11]=2)=[O:6])[CH3:3]. The yield is 0.850. (2) The reactants are [Cl:1][C:2]1[CH:3]=[C:4]2[C:9](=[CH:10][C:11]=1[O:12][C:13]1[CH:21]=[CH:20][C:16]([C:17](O)=[O:18])=[CH:15][CH:14]=1)[O:8][CH2:7][CH2:6][CH:5]2[C:22]([O:24][CH2:25][CH3:26])=[O:23].C(Cl)(=O)C(Cl)=O.[CH3:33][O:34][C:35]1[CH:40]=[C:39]([C:41]([F:44])([F:43])[F:42])[CH:38]=[CH:37][C:36]=1[CH2:45][CH2:46][NH2:47].CCN(C(C)C)C(C)C. The catalyst is ClCCl.CN(C=O)C. The product is [Cl:1][C:2]1[CH:3]=[C:4]2[C:9](=[CH:10][C:11]=1[O:12][C:13]1[CH:21]=[CH:20][C:16]([C:17](=[O:18])[NH:47][CH2:46][CH2:45][C:36]3[CH:37]=[CH:38][C:39]([C:41]([F:43])([F:44])[F:42])=[CH:40][C:35]=3[O:34][CH3:33])=[CH:15][CH:14]=1)[O:8][CH2:7][CH2:6][CH:5]2[C:22]([O:24][CH2:25][CH3:26])=[O:23]. The yield is 0.581. (3) The reactants are [F:1][C:2]([F:15])([F:14])[S:3]([O:6]S(C(F)(F)F)(=O)=O)(=[O:5])=[O:4].[Cl:16][C:17]1[CH:22]=[C:21]([C:23]([NH:25][CH2:26][C:27]2[CH:32]=[CH:31][CH:30]=[C:29]([O:33][Si:34]([C:37]([CH3:40])([CH3:39])[CH3:38])([CH3:36])[CH3:35])[CH:28]=2)=[O:24])[CH:20]=[C:19]([CH3:41])[C:18]=1O.C(N(CC)CC)C. The catalyst is ClCCl. The product is [F:1][C:2]([F:15])([F:14])[S:3]([O:6][C:18]1[C:19]([CH3:41])=[CH:20][C:21]([C:23]([NH:25][CH2:26][C:27]2[CH:32]=[CH:31][CH:30]=[C:29]([O:33][Si:34]([C:37]([CH3:39])([CH3:38])[CH3:40])([CH3:35])[CH3:36])[CH:28]=2)=[O:24])=[CH:22][C:17]=1[Cl:16])(=[O:5])=[O:4]. The yield is 0.630.